Dataset: Serine/threonine kinase 33 screen with 319,792 compounds. Task: Binary Classification. Given a drug SMILES string, predict its activity (active/inactive) in a high-throughput screening assay against a specified biological target. The drug is S(=O)(=O)(Nc1nc(cc(n1)C)C)c1ccc(NC(=O)c2snnc2C)cc1. The result is 0 (inactive).